Task: Predict the reactants needed to synthesize the given product.. Dataset: Full USPTO retrosynthesis dataset with 1.9M reactions from patents (1976-2016) (1) Given the product [F:1][C:2]1[CH:7]=[C:6]([CH:5]=[CH:4][C:3]=1[N:12]1[CH2:17][CH2:16][CH2:15][CH2:14][CH2:13]1)[CH2:8][NH:9][C:10]([NH:28][C:23]1[CH:24]=[CH:25][CH:26]=[C:27]2[C:22]=1[CH:21]=[N:20][N:19]2[CH3:18])=[O:11], predict the reactants needed to synthesize it. The reactants are: [F:1][C:2]1[CH:7]=[C:6]([CH2:8][N:9]=[C:10]=[O:11])[CH:5]=[CH:4][C:3]=1[N:12]1[CH2:17][CH2:16][CH2:15][CH2:14][CH2:13]1.[CH3:18][N:19]1[C:27]2[CH:26]=[CH:25][CH:24]=[C:23]([NH2:28])[C:22]=2[CH:21]=[N:20]1.N1C2C=CC=C(N)C=2C=N1. (2) Given the product [C:1]([O:5][C:6]([N:8]1[CH2:13][CH2:12][CH2:11][CH:10]([CH:15]([O:23][C:24]2[C:32]3[C:27](=[CH:28][CH:29]=[C:30]([F:33])[CH:31]=3)[NH:26][N:25]=2)[C:16]2[CH:21]=[CH:20][CH:19]=[CH:18][C:17]=2[F:22])[CH2:9]1)=[O:7])([CH3:4])([CH3:2])[CH3:3], predict the reactants needed to synthesize it. The reactants are: [C:1]([O:5][C:6]([N:8]1[CH2:13][CH2:12][CH2:11][C:10]([CH:15]([O:23][C:24]2[C:32]3[C:27](=[CH:28][CH:29]=[C:30]([F:33])[CH:31]=3)[NH:26][N:25]=2)[C:16]2[CH:21]=[CH:20][CH:19]=[CH:18][C:17]=2[F:22])(C)[CH2:9]1)=[O:7])([CH3:4])([CH3:3])[CH3:2].FC1C=C2C(=CC=1)N(C1C=CC=CC=1F)N=C2O.C(OC(N1CCC[C@@H](COS(C)(=O)=O)C1)=O)(C)(C)C.C(=O)([O-])N.Cl. (3) Given the product [CH3:1][C:2]1[CH:10]=[CH:9][C:8]2[N:7]([CH:11]=[C:12]([C:14]3[CH:19]=[CH:18][N:17]=[CH:16][CH:15]=3)[CH3:13])[C:6]3[CH2:20][CH2:21][N:22]([CH2:25][CH2:26][C:27]4[CH:32]=[CH:31][CH:30]=[CH:29][CH:28]=4)[CH2:23][C:5]=3[C:4]=2[CH:3]=1, predict the reactants needed to synthesize it. The reactants are: [CH3:1][C:2]1[CH:10]=[CH:9][C:8]2[N:7]([CH:11]=[C:12]([C:14]3[CH:19]=[CH:18][N:17]=[CH:16][CH:15]=3)[CH3:13])[C:6]3[CH2:20][CH2:21][NH:22][CH2:23][C:5]=3[C:4]=2[CH:3]=1.Br[CH2:25][CH2:26][C:27]1[CH:32]=[CH:31][CH:30]=[CH:29][CH:28]=1. (4) Given the product [Cl:31][C:28]1[CH:29]=[CH:30][C:25]([C:23](=[O:24])[CH2:22][CH2:21][N:4]2[CH2:5][CH2:6][N:1]([C:7]3[CH:8]=[CH:9][C:10]([O:13][CH3:14])=[CH:11][N:12]=3)[CH2:2][CH2:3]2)=[CH:26][CH:27]=1, predict the reactants needed to synthesize it. The reactants are: [N:1]1([C:7]2[N:12]=[CH:11][C:10]([OH:13])=[CH:9][CH:8]=2)[CH2:6][CH2:5][NH:4][CH2:3][CH2:2]1.[C:14]([O-])([O-])=O.[K+].[K+].Cl[CH2:21][CH2:22][C:23]([C:25]1[CH:30]=[CH:29][C:28]([Cl:31])=[CH:27][CH:26]=1)=[O:24]. (5) Given the product [NH2:1][C:2]1[N:3]=[CH:4][C:5]([C:18]2[CH:19]=[N:20][N:21]([CH2:23][C:24]([NH:26][CH:27]3[CH2:32][CH2:31][NH:30][C@@H:29]([C:40]([O:42][C:43]([CH3:46])([CH3:45])[CH3:44])=[O:41])[CH2:28]3)=[O:25])[CH:22]=2)=[N:6][C:7]=1[NH:8][CH2:9][C:10]1[C:15]([Cl:16])=[CH:14][CH:13]=[CH:12][C:11]=1[Cl:17], predict the reactants needed to synthesize it. The reactants are: [NH2:1][C:2]1[N:3]=[CH:4][C:5]([C:18]2[CH:19]=[N:20][N:21]([CH2:23][C:24]([NH:26][CH:27]3[CH2:32][CH2:31][N:30](C(OC(C)(C)C)=O)[C@@H:29]([C:40]([O:42][C:43]([CH3:46])([CH3:45])[CH3:44])=[O:41])[CH2:28]3)=[O:25])[CH:22]=2)=[N:6][C:7]=1[NH:8][CH2:9][C:10]1[C:15]([Cl:16])=[CH:14][CH:13]=[CH:12][C:11]=1[Cl:17].Cl.[OH-].[Na+]. (6) The reactants are: [CH3:1][C:2]1[CH:11]=[CH:10][C:9]2[C:4](=[CH:5][CH:6]=[CH:7][CH:8]=2)[N:3]=1.C(O)=O.C(N(CC)CC)C.C(=O)([O-])[O-].[K+].[K+]. Given the product [CH3:1][CH:2]1[CH2:11][CH2:10][C:9]2[C:4](=[CH:5][CH:6]=[CH:7][CH:8]=2)[NH:3]1, predict the reactants needed to synthesize it.